This data is from Catalyst prediction with 721,799 reactions and 888 catalyst types from USPTO. The task is: Predict which catalyst facilitates the given reaction. (1) Reactant: Cl[C:2]1[N:3]=[CH:4][C:5]2[C:10]([CH:11]=1)=[CH:9][CH:8]=[CH:7][CH:6]=2.[NH:12]1[CH2:17][CH2:16][NH:15][CH2:14][CH2:13]1. Product: [N:12]1([C:2]2[N:3]=[CH:4][C:5]3[C:10]([CH:11]=2)=[CH:9][CH:8]=[CH:7][CH:6]=3)[CH2:17][CH2:16][NH:15][CH2:14][CH2:13]1. The catalyst class is: 196. (2) Reactant: [Cl:1][C:2]1[CH:3]=[C:4]([C:9]2[CH:18]=[C:17]([C:19](O)=[O:20])[C:16]3[C:11](=[CH:12][CH:13]=[CH:14][CH:15]=3)[N:10]=2)[CH:5]=[CH:6][C:7]=1[Cl:8].[F:22][C:23]1[CH:24]=[CH:25][C:26]([NH2:29])=[N:27][CH:28]=1.C(N(CC)CC)C.CCCP1(OP(CCC)(=O)OP(CCC)(=O)O1)=O. Product: [F:22][C:23]1[CH:24]=[CH:25][C:26]([NH:29][C:19]([C:17]2[C:16]3[C:11](=[CH:12][CH:13]=[CH:14][CH:15]=3)[N:10]=[C:9]([C:4]3[CH:5]=[CH:6][C:7]([Cl:8])=[C:2]([Cl:1])[CH:3]=3)[CH:18]=2)=[O:20])=[N:27][CH:28]=1. The catalyst class is: 4. (3) Product: [Br:30][C:28]1[CH:27]=[N:26][C:25]2=[CH:31][N:22]([CH2:21][C:18]([NH:17][C:12](=[O:13])[C:11]3[CH:15]=[CH:16][C:8]([O:1][C:2]4[CH:7]=[CH:6][CH:5]=[CH:4][CH:3]=4)=[CH:9][CH:10]=3)([C:19]#[N:20])[CH3:32])[N:23]=[C:24]2[CH:29]=1. The catalyst class is: 1. Reactant: [O:1]([C:8]1[CH:16]=[CH:15][C:11]([C:12](Cl)=[O:13])=[CH:10][CH:9]=1)[C:2]1[CH:7]=[CH:6][CH:5]=[CH:4][CH:3]=1.[NH2:17][C:18]([CH3:32])([CH2:21][N:22]1[CH:31]=[C:25]2[N:26]=[CH:27][C:28]([Br:30])=[CH:29][C:24]2=[N:23]1)[C:19]#[N:20]. (4) Reactant: [C:1]([C@H:4]([N:6]1[C:11](=[O:12])[C@@H:10]([N:13]=[N+]=[N-])[C@@H:9]([OH:16])[CH2:8][O:7]1)[CH3:5])([OH:3])=[O:2]. Product: [C:1]([C@H:4]([N:6]1[C:11](=[O:12])[C@@H:10]([NH2:13])[C@@H:9]([OH:16])[CH2:8][O:7]1)[CH3:5])([OH:3])=[O:2]. The catalyst class is: 99. (5) Reactant: [S:1](Cl)([CH3:4])(=[O:3])=[O:2].[N+:6]([C:9]1[CH:14]=[CH:13][C:12]([N:15]2[CH2:19][CH2:18][CH:17]([OH:20])[CH2:16]2)=[CH:11][CH:10]=1)([O-])=O.C(N(CC)CC)C. Product: [CH3:4][S:1]([O:20][CH:17]1[CH2:18][CH2:19][N:15]([C:12]2[CH:13]=[CH:14][C:9]([NH2:6])=[CH:10][CH:11]=2)[CH2:16]1)(=[O:3])=[O:2]. The catalyst class is: 1. (6) Reactant: [OH:1][C:2]1[CH:7]=[C:6]([OH:8])[C:5]([CH:9]([CH3:11])[CH3:10])=[CH:4][C:3]=1[C:12]1[N:16]([C:17]2[CH:73]=[CH:72][C:20]([CH2:21][N:22]3[CH2:27][CH2:26][N:25]([CH2:28][CH2:29][CH2:30][CH2:31][N:32]([CH3:71])[C:33](=[O:70])[O:34][C:35]4([CH2:68][CH3:69])[C:65]5[CH:64]=[C:63]6[N:41]([CH2:42][C:43]7[C:44]6=[N:45][C:46]6[CH:47]=[CH:48][C:49]([O:55]C(OC(C)(C)C)=O)=[CH:50][C:51]=6[C:52]=7[CH2:53][CH3:54])[C:40](=[O:66])[C:39]=5[CH2:38][O:37][C:36]4=[O:67])[CH2:24][CH2:23]3)=[CH:19][CH:18]=2)[C:15]([OH:74])=[N:14][N:13]=1.Cl. Product: [OH:1][C:2]1[CH:7]=[C:6]([OH:8])[C:5]([CH:9]([CH3:10])[CH3:11])=[CH:4][C:3]=1[C:12]1[N:16]([C:17]2[CH:18]=[CH:19][C:20]([CH2:21][N:22]3[CH2:23][CH2:24][N:25]([CH2:28][CH2:29][CH2:30][CH2:31][N:32]([CH3:71])[C:33](=[O:70])[O:34][C:35]4([CH2:68][CH3:69])[C:65]5[CH:64]=[C:63]6[N:41]([CH2:42][C:43]7[C:44]6=[N:45][C:46]6[CH:47]=[CH:48][C:49]([OH:55])=[CH:50][C:51]=6[C:52]=7[CH2:53][CH3:54])[C:40](=[O:66])[C:39]=5[CH2:38][O:37][C:36]4=[O:67])[CH2:26][CH2:27]3)=[CH:72][CH:73]=2)[C:15]([OH:74])=[N:14][N:13]=1. The catalyst class is: 135. (7) Reactant: Cl.[Cl:2][C:3]1[CH:8]=[CH:7][C:6]([O:9][CH2:10][CH:11]2[CH2:16][CH2:15][NH:14][CH2:13][CH2:12]2)=[CH:5][N:4]=1.[CH3:17][C:18]1([CH3:21])[CH2:20][O:19]1.C([O-])([O-])=O.[K+].[K+].O. Product: [Cl:2][C:3]1[N:4]=[CH:5][C:6]([O:9][CH2:10][CH:11]2[CH2:16][CH2:15][N:14]([CH2:17][C:18]([CH3:21])([OH:19])[CH3:20])[CH2:13][CH2:12]2)=[CH:7][CH:8]=1. The catalyst class is: 14. (8) Reactant: [NH:1]1[C:9]2[C:4](=[N:5][CH:6]=[C:7]([C:10]([O:12][CH3:13])=[O:11])[CH:8]=2)[CH:3]=[N:2]1.C1C(=O)N([Br:21])C(=O)C1.CO. Product: [Br:21][C:3]1[C:4]2=[N:5][CH:6]=[C:7]([C:10]([O:12][CH3:13])=[O:11])[CH:8]=[C:9]2[NH:1][N:2]=1. The catalyst class is: 1.